This data is from NCI-60 drug combinations with 297,098 pairs across 59 cell lines. The task is: Regression. Given two drug SMILES strings and cell line genomic features, predict the synergy score measuring deviation from expected non-interaction effect. (1) Drug 1: C1=CC=C(C(=C1)C(C2=CC=C(C=C2)Cl)C(Cl)Cl)Cl. Drug 2: CCN(CC)CCCC(C)NC1=C2C=C(C=CC2=NC3=C1C=CC(=C3)Cl)OC. Cell line: BT-549. Synergy scores: CSS=4.00, Synergy_ZIP=-1.03, Synergy_Bliss=2.69, Synergy_Loewe=1.52, Synergy_HSA=2.93. (2) Drug 1: C1=C(C(=O)NC(=O)N1)F. Drug 2: CCN(CC)CCCC(C)NC1=C2C=C(C=CC2=NC3=C1C=CC(=C3)Cl)OC. Cell line: SF-268. Synergy scores: CSS=43.7, Synergy_ZIP=8.99, Synergy_Bliss=10.8, Synergy_Loewe=12.9, Synergy_HSA=13.3. (3) Drug 1: C1CN(CCN1C(=O)CCBr)C(=O)CCBr. Drug 2: CC(C)NC(=O)C1=CC=C(C=C1)CNNC.Cl. Cell line: SK-MEL-5. Synergy scores: CSS=28.7, Synergy_ZIP=-5.38, Synergy_Bliss=1.07, Synergy_Loewe=-3.56, Synergy_HSA=1.13. (4) Drug 1: CC1=C(C(=CC=C1)Cl)NC(=O)C2=CN=C(S2)NC3=CC(=NC(=N3)C)N4CCN(CC4)CCO. Drug 2: CS(=O)(=O)OCCCCOS(=O)(=O)C. Cell line: NCI/ADR-RES. Synergy scores: CSS=3.63, Synergy_ZIP=-4.46, Synergy_Bliss=-4.02, Synergy_Loewe=-3.30, Synergy_HSA=-2.39. (5) Drug 1: CC1C(C(CC(O1)OC2CC(CC3=C2C(=C4C(=C3O)C(=O)C5=C(C4=O)C(=CC=C5)OC)O)(C(=O)C)O)N)O.Cl. Drug 2: C1CCC(C(C1)N)N.C(=O)(C(=O)[O-])[O-].[Pt+4]. Cell line: LOX IMVI. Synergy scores: CSS=3.20, Synergy_ZIP=-10.6, Synergy_Bliss=-10.2, Synergy_Loewe=-8.64, Synergy_HSA=-7.83. (6) Drug 1: C1CCC(C1)C(CC#N)N2C=C(C=N2)C3=C4C=CNC4=NC=N3. Drug 2: C(CC(=O)O)C(=O)CN.Cl. Cell line: COLO 205. Synergy scores: CSS=3.76, Synergy_ZIP=-2.42, Synergy_Bliss=-4.35, Synergy_Loewe=-11.0, Synergy_HSA=-12.1. (7) Drug 1: COC1=C(C=C2C(=C1)N=CN=C2NC3=CC(=C(C=C3)F)Cl)OCCCN4CCOCC4. Drug 2: C1C(C(OC1N2C=NC3=C2NC=NCC3O)CO)O. Cell line: OVCAR-8. Synergy scores: CSS=23.7, Synergy_ZIP=-8.81, Synergy_Bliss=-5.72, Synergy_Loewe=-17.5, Synergy_HSA=-4.27. (8) Cell line: DU-145. Synergy scores: CSS=-2.06, Synergy_ZIP=-0.0709, Synergy_Bliss=-3.43, Synergy_Loewe=-4.34, Synergy_HSA=-3.12. Drug 2: C1CNP(=O)(OC1)N(CCCl)CCCl. Drug 1: C1=CC(=CC=C1C#N)C(C2=CC=C(C=C2)C#N)N3C=NC=N3. (9) Drug 1: C1=CC(=CC=C1CC(C(=O)O)N)N(CCCl)CCCl.Cl. Drug 2: CC1C(C(CC(O1)OC2CC(CC3=C2C(=C4C(=C3O)C(=O)C5=CC=CC=C5C4=O)O)(C(=O)C)O)N)O. Cell line: OVCAR-5. Synergy scores: CSS=30.5, Synergy_ZIP=-0.952, Synergy_Bliss=-2.34, Synergy_Loewe=-22.4, Synergy_HSA=-3.71.